Dataset: Full USPTO retrosynthesis dataset with 1.9M reactions from patents (1976-2016). Task: Predict the reactants needed to synthesize the given product. Given the product [Cl:1][CH2:2][C:3]1[CH:12]=[CH:11][C:6]2[C:7](=[O:10])[N:8]([CH:31]3[CH2:32][CH2:33][CH2:34][CH2:35][O:30]3)[O:9][C:5]=2[CH:4]=1, predict the reactants needed to synthesize it. The reactants are: [Cl:1][CH2:2][C:3]1[CH:12]=[CH:11][C:6]2[C:7]([OH:10])=[N:8][O:9][C:5]=2[CH:4]=1.C1(C)C=CC(S(O)(=O)=O)=CC=1.[NH+]1C=CC=CC=1.[O:30]1[CH:35]=[CH:34][CH2:33][CH2:32][CH2:31]1.O.